Regression. Given a peptide amino acid sequence and an MHC pseudo amino acid sequence, predict their binding affinity value. This is MHC class I binding data. From a dataset of Peptide-MHC class I binding affinity with 185,985 pairs from IEDB/IMGT. (1) The binding affinity (normalized) is 0.213. The MHC is HLA-A30:01 with pseudo-sequence HLA-A30:01. The peptide sequence is FGALFMWLL. (2) The peptide sequence is QQYAESREL. The MHC is HLA-A02:02 with pseudo-sequence HLA-A02:02. The binding affinity (normalized) is 0.417. (3) The peptide sequence is TFQLLNMIK. The MHC is HLA-A03:01 with pseudo-sequence HLA-A03:01. The binding affinity (normalized) is 0.720. (4) The peptide sequence is MVNTVLITV. The MHC is HLA-A02:01 with pseudo-sequence HLA-A02:01. The binding affinity (normalized) is 0.557. (5) The peptide sequence is AVYGNITHK. The MHC is HLA-B45:01 with pseudo-sequence HLA-B45:01. The binding affinity (normalized) is 0.